This data is from Tox21: 12 toxicity assays (nuclear receptors and stress response pathways). The task is: Binary classification across 12 toxicity assays. The compound is Oc1ccc2c(c1)Cc1ccccc1-2. It tested positive (active) for: NR-AR (Androgen Receptor agonist activity), NR-ER (Estrogen Receptor agonist activity), NR-ER-LBD (Estrogen Receptor Ligand Binding Domain agonist), SR-ARE (Antioxidant Response Element (oxidative stress)), and SR-p53 (p53 tumor suppressor activation).